Predict the reaction yield, written as a fraction of the theoretical maximum amount of product (1.0 means a 100% yield; for example, 0.34 means a 34% yield). From a dataset of Reaction yield outcomes from USPTO patents with 853,638 reactions. (1) The reactants are [N+:1]([C:4]1[CH:12]=[CH:11][C:7]([C:8](Cl)=[O:9])=[CH:6][CH:5]=1)([O-:3])=[O:2].[NH2:13][C:14]1[CH:15]=[N:16][CH:17]=[CH:18][C:19]=1[OH:20].C([O-])([O-])=O.[Na+].[Na+].CC(O)=O. The catalyst is N1C=CC=CC=1.O. The product is [OH:20][C:19]1[CH:18]=[CH:17][N:16]=[CH:15][C:14]=1[NH:13][C:8](=[O:9])[C:7]1[CH:11]=[CH:12][C:4]([N+:1]([O-:3])=[O:2])=[CH:5][CH:6]=1. The yield is 0.620. (2) The reactants are [CH3:1][O:2][C:3]1[CH:8]=[CH:7][CH:6]=[CH:5][C:4]=1[C:9]1[C:17]2[C:12](=[N:13][CH:14]=[C:15](B3OC(C)(C)C(C)(C)O3)[CH:16]=2)[N:11]([S:27]([C:30]2[CH:35]=[CH:34][C:33]([CH3:36])=[CH:32][CH:31]=2)(=[O:29])=[O:28])[CH:10]=1.[CH2:37]([O:39][C:40](=[O:48])[C:41]1[CH:46]=[C:45](Br)[CH:44]=[N:43][CH:42]=1)[CH3:38].C([O-])(O)=O.[Na+]. The catalyst is C(#N)C. The product is [CH2:37]([O:39][C:40](=[O:48])[C:41]1[CH:46]=[C:45]([C:15]2[CH:16]=[C:17]3[C:9]([C:4]4[CH:5]=[CH:6][CH:7]=[CH:8][C:3]=4[O:2][CH3:1])=[CH:10][N:11]([S:27]([C:30]4[CH:35]=[CH:34][C:33]([CH3:36])=[CH:32][CH:31]=4)(=[O:28])=[O:29])[C:12]3=[N:13][CH:14]=2)[CH:44]=[N:43][CH:42]=1)[CH3:38]. The yield is 0.690. (3) The reactants are [O:1]=[C:2]1[C:7]([CH2:8][C:9]2[CH:14]=[CH:13][C:12]([C:15]3[C:16]([C:21]#[N:22])=[CH:17][CH:18]=[CH:19][CH:20]=3)=[CH:11][CH:10]=2)=[C:6]([CH2:23][CH2:24][CH3:25])[N:5]2[N:26]=[CH:27][N:28]=[C:4]2[N:3]1[CH:29]1[CH2:34][CH2:33][CH:32]([O:35][CH2:36][C:37](=[O:39])[CH3:38])[CH2:31][CH2:30]1.[CH3:40][Mg]Br.[Cl-].[NH4+]. The catalyst is O1CCCC1. The product is [OH:39][C:37]([CH3:40])([CH3:38])[CH2:36][O:35][CH:32]1[CH2:31][CH2:30][CH:29]([N:3]2[C:2](=[O:1])[C:7]([CH2:8][C:9]3[CH:14]=[CH:13][C:12]([C:15]4[C:16]([C:21]#[N:22])=[CH:17][CH:18]=[CH:19][CH:20]=4)=[CH:11][CH:10]=3)=[C:6]([CH2:23][CH2:24][CH3:25])[N:5]3[N:26]=[CH:27][N:28]=[C:4]23)[CH2:34][CH2:33]1. The yield is 0.780. (4) The reactants are [F:1][C:2]1([F:35])[O:7][C:6]2[CH:8]=[CH:9][C:10]([NH:12][C:13]([NH:15][C:16]3[CH:32]=[CH:31][C:19]([O:20][C:21]4[CH:26]=[CH:25][N:24]=[C:23]([C:27](OC)=[O:28])[CH:22]=4)=[CH:18][CH:17]=3)=[O:14])=[CH:11][C:5]=2[C:4]([F:34])([F:33])[O:3]1.[Cl-].[Mg+2].[Cl-].[NH2:39][CH2:40][CH2:41][CH2:42][N:43]1[CH:47]=[CH:46][N:45]=[CH:44]1. The catalyst is C1COCC1. The product is [N:43]1([CH2:42][CH2:41][CH2:40][NH:39][C:27]([C:23]2[CH:22]=[C:21]([O:20][C:19]3[CH:18]=[CH:17][C:16]([NH:15][C:13]([NH:12][C:10]4[CH:9]=[CH:8][C:6]5[O:7][C:2]([F:1])([F:35])[O:3][C:4]([F:34])([F:33])[C:5]=5[CH:11]=4)=[O:14])=[CH:32][CH:31]=3)[CH:26]=[CH:25][N:24]=2)=[O:28])[CH:47]=[CH:46][N:45]=[CH:44]1. The yield is 0.450. (5) The reactants are Cl.[C:2]1(=[O:12])[C:6]2([CH2:11][CH2:10][CH2:9][NH:8][CH2:7]2)[CH2:5][CH2:4][NH:3]1.C(N(CC)CC)C.[F:20][C:21]([F:34])([F:33])[O:22][C:23]1[CH:24]=[C:25]([S:29](Cl)(=[O:31])=[O:30])[CH:26]=[CH:27][CH:28]=1. The catalyst is ClCCl. The product is [F:34][C:21]([F:20])([F:33])[O:22][C:23]1[CH:24]=[C:25]([S:29]([N:8]2[CH2:9][CH2:10][CH2:11][C:6]3([C:2](=[O:12])[NH:3][CH2:4][CH2:5]3)[CH2:7]2)(=[O:31])=[O:30])[CH:26]=[CH:27][CH:28]=1. The yield is 0.420.